Task: Predict the reactants needed to synthesize the given product.. Dataset: Full USPTO retrosynthesis dataset with 1.9M reactions from patents (1976-2016) (1) Given the product [CH2:15]([C:6]1[CH:11]=[CH:10][CH:9]=[C:8]([CH2:1][CH3:2])[N:7]=1)[CH3:16], predict the reactants needed to synthesize it. The reactants are: [CH2:1]([Mg]Br)[CH3:2].Cl[C:6]1[CH:11]=[CH:10][CH:9]=[C:8](Cl)[N:7]=1.[NH4+].[Cl-].[CH2:15](OCC)[CH3:16]. (2) Given the product [F:16][C:8]1[CH:9]=[CH:10][CH:11]=[C:12]2[C:7]=1[NH:6][CH2:5][C:4](=[O:3])[NH:13]2, predict the reactants needed to synthesize it. The reactants are: C([O:3][C:4](=O)[CH2:5][NH:6][C:7]1[C:12]([N+:13]([O-])=O)=[CH:11][CH:10]=[CH:9][C:8]=1[F:16])C. (3) Given the product [C:12]([O:11][C:9]([NH:29][CH2:28][C:27]1[CH:30]=[CH:31][C:24]([Br:23])=[CH:25][CH:26]=1)=[O:10])([CH3:13])([CH3:14])[CH3:15], predict the reactants needed to synthesize it. The reactants are: [C:12]([O:11][C:9](O[C:9]([O:11][C:12]([CH3:15])([CH3:14])[CH3:13])=[O:10])=[O:10])([CH3:15])([CH3:14])[CH3:13].C(N(CC)CC)C.[Br:23][C:24]1[CH:31]=[CH:30][C:27]([CH2:28][NH2:29])=[CH:26][CH:25]=1.